From a dataset of Peptide-MHC class I binding affinity with 185,985 pairs from IEDB/IMGT. Regression. Given a peptide amino acid sequence and an MHC pseudo amino acid sequence, predict their binding affinity value. This is MHC class I binding data. (1) The peptide sequence is AQPAPQAPY. The MHC is HLA-A01:01 with pseudo-sequence HLA-A01:01. The binding affinity (normalized) is 0.213. (2) The peptide sequence is YQLAVTIMA. The MHC is HLA-A02:01 with pseudo-sequence HLA-A02:01. The binding affinity (normalized) is 0.610. (3) The peptide sequence is RMYSPTSI. The binding affinity (normalized) is 0. The MHC is HLA-B35:01 with pseudo-sequence HLA-B35:01. (4) The peptide sequence is YHRPLTGYM. The MHC is HLA-B15:01 with pseudo-sequence HLA-B15:01. The binding affinity (normalized) is 0.0847. (5) The peptide sequence is NIVIFVKRL. The MHC is HLA-A02:01 with pseudo-sequence HLA-A02:01. The binding affinity (normalized) is 0.339. (6) The peptide sequence is LPHIIDEVI. The MHC is HLA-B53:01 with pseudo-sequence HLA-B53:01. The binding affinity (normalized) is 0.492. (7) The peptide sequence is AARAALQGG. The MHC is HLA-A01:01 with pseudo-sequence HLA-A01:01. The binding affinity (normalized) is 0. (8) The peptide sequence is RIVIYIVQM. The MHC is Mamu-A20102 with pseudo-sequence Mamu-A20102. The binding affinity (normalized) is 0.233.